From a dataset of Catalyst prediction with 721,799 reactions and 888 catalyst types from USPTO. Predict which catalyst facilitates the given reaction. (1) Reactant: C([O:8][C:9]1[C:14]([N+:15]([O-])=O)=[CH:13][CH:12]=[CH:11][C:10]=1[CH:18]=[CH:19][C@H:20]([OH:31])[C@@H:21]([O:23][Si:24]([C:27]([CH3:30])([CH3:29])[CH3:28])([CH3:26])[CH3:25])[CH3:22])C1C=CC=CC=1. Product: [NH2:15][C:14]1[C:9]([OH:8])=[C:10]([CH2:18][CH2:19][C@H:20]([OH:31])[C@@H:21]([O:23][Si:24]([C:27]([CH3:29])([CH3:28])[CH3:30])([CH3:26])[CH3:25])[CH3:22])[CH:11]=[CH:12][CH:13]=1. The catalyst class is: 99. (2) Reactant: [NH2:1][C:2]1[CH:10]=[C:9]([O:11][CH3:12])[CH:8]=[C:7]([O:13][CH3:14])[C:3]=1[C:4]([NH2:6])=[O:5].[CH2:15]([N:19]1[CH2:24][CH2:23][N:22]([C:25]2[CH:32]=[CH:31][C:28]([CH:29]=O)=[CH:27][CH:26]=2)[CH2:21][CH2:20]1)[CH2:16][CH2:17][CH3:18].OS([O-])=O.[Na+].CC1C=CC(S(O)(=O)=O)=CC=1. Product: [CH2:15]([N:19]1[CH2:20][CH2:21][N:22]([C:25]2[CH:26]=[CH:27][C:28]([C:29]3[NH:6][C:4](=[O:5])[C:3]4[C:2](=[CH:10][C:9]([O:11][CH3:12])=[CH:8][C:7]=4[O:13][CH3:14])[N:1]=3)=[CH:31][CH:32]=2)[CH2:23][CH2:24]1)[CH2:16][CH2:17][CH3:18]. The catalyst class is: 287.